From a dataset of Catalyst prediction with 721,799 reactions and 888 catalyst types from USPTO. Predict which catalyst facilitates the given reaction. (1) Reactant: [NH2:1][C:2]1[N:3]=[CH:4][C:5]([O:8][C:9]2[C:10]3[C:14]([CH:15]=[C:16]([C:18]([O:20][CH2:21][CH3:22])=[O:19])[CH:17]=2)=[N:13][N:12]([CH2:23][CH3:24])[CH:11]=3)=[N:6][CH:7]=1.N1C=CC=CC=1.[C:31](Cl)(=[O:33])[CH3:32]. Product: [C:31]([NH:1][C:2]1[N:3]=[CH:4][C:5]([O:8][C:9]2[C:10]3[C:14]([CH:15]=[C:16]([C:18]([O:20][CH2:21][CH3:22])=[O:19])[CH:17]=2)=[N:13][N:12]([CH2:23][CH3:24])[CH:11]=3)=[N:6][CH:7]=1)(=[O:33])[CH3:32]. The catalyst class is: 4. (2) Reactant: [CH3:1][Mg]Br.[CH2:4]([N:8]1[C:12]([C:13]([O:15][CH2:16][CH3:17])=[O:14])=[C:11]([CH:18]=[O:19])[N:10]=[C:9]1[N:20]1[CH2:25][CH2:24][N:23]([C:26]([O:28][C:29]([CH3:32])([CH3:31])[CH3:30])=[O:27])[CH2:22][CH2:21]1)[C:5]#[C:6][CH3:7].[Cl-].[NH4+]. Product: [CH2:4]([N:8]1[C:12]([C:13]([O:15][CH2:16][CH3:17])=[O:14])=[C:11]([CH:18]([OH:19])[CH3:1])[N:10]=[C:9]1[N:20]1[CH2:25][CH2:24][N:23]([C:26]([O:28][C:29]([CH3:31])([CH3:30])[CH3:32])=[O:27])[CH2:22][CH2:21]1)[C:5]#[C:6][CH3:7]. The catalyst class is: 7. (3) Reactant: [C:1](Cl)(=[O:6])[C:2]([CH3:5])([CH3:4])[CH3:3].[CH2:8]([O:15][C:16]1[CH:33]=[CH:32][C:31]2[C@@H:30]3[C@H:21]([C@H:22]4[C@@:26]([CH2:28][CH2:29]3)([CH3:27])[C:25]([C:35]([F:38])([F:37])[F:36])([OH:34])[CH2:24][CH:23]4[CH2:39][CH2:40][CH2:41][CH2:42][OH:43])[CH2:20][CH2:19][C:18]=2[CH:17]=1)[C:9]1[CH:14]=[CH:13][CH:12]=[CH:11][CH:10]=1. Product: [CH2:8]([O:15][C:16]1[CH:33]=[CH:32][C:31]2[C@@H:30]3[C@H:21]([C@H:22]4[C@@:26]([CH2:28][CH2:29]3)([CH3:27])[C:25]([OH:34])([C:35]([F:38])([F:36])[F:37])[CH2:24][CH:23]4[CH2:39][CH2:40][CH2:41][CH2:42][O:43][C:1](=[O:6])[C:2]([CH3:5])([CH3:4])[CH3:3])[CH2:20][CH2:19][C:18]=2[CH:17]=1)[C:9]1[CH:14]=[CH:13][CH:12]=[CH:11][CH:10]=1. The catalyst class is: 17. (4) Reactant: [Li+].[OH-].C([O:5][C:6](=[O:19])[C:7]1[CH:12]=[CH:11][C:10]([C:13]2[CH:18]=[CH:17][CH:16]=[CH:15][CH:14]=2)=[N:9][CH:8]=1)C. Product: [C:13]1([C:10]2[CH:11]=[CH:12][C:7]([C:6]([OH:19])=[O:5])=[CH:8][N:9]=2)[CH:14]=[CH:15][CH:16]=[CH:17][CH:18]=1. The catalyst class is: 87. (5) Reactant: [P:1](=[O:5])([OH:4])([OH:3])[OH:2].[CH2:6]([O:8][C:9]([C:11]1[CH2:16][C@H:15]([NH2:17])[C@@H:14]([NH:18][C:19](=[O:21])[CH3:20])[C@H:13]([O:22][CH:23]([CH2:26][CH3:27])[CH2:24][CH3:25])[CH:12]=1)=[O:10])[CH3:7]. Product: [P:1](=[O:2])([OH:5])([OH:4])[OH:3].[CH2:6]([O:8][C:9]([C:11]1[CH2:16][C@H:15]([NH2:17])[C@@H:14]([NH:18][C:19](=[O:21])[CH3:20])[C@H:13]([O:22][CH:23]([CH2:26][CH3:27])[CH2:24][CH3:25])[CH:12]=1)=[O:10])[CH3:7]. The catalyst class is: 8. (6) Reactant: [CH2:1]1[C:6]2[NH:7][C:8]3[C:13]([C:5]=2[CH2:4][CH2:3][NH:2]1)=[CH:12][CH:11]=[CH:10][CH:9]=3.Cl[CH2:15][CH2:16][CH2:17][N:18]1[CH2:23][CH2:22][N:21]([C:24]([O:26][C:27]([CH3:30])([CH3:29])[CH3:28])=[O:25])[CH2:20][CH2:19]1.C([O-])([O-])=O.[K+].[K+]. Product: [CH2:1]1[C:6]2[NH:7][C:8]3[C:13]([C:5]=2[CH2:4][CH2:3][N:2]1[CH2:15][CH2:16][CH2:17][N:18]1[CH2:23][CH2:22][N:21]([C:24]([O:26][C:27]([CH3:28])([CH3:30])[CH3:29])=[O:25])[CH2:20][CH2:19]1)=[CH:12][CH:11]=[CH:10][CH:9]=3. The catalyst class is: 10. (7) Reactant: [C:1]1([C:11](Cl)=[O:12])[C:10]2[C:5](=[CH:6][CH:7]=[CH:8][CH:9]=2)[CH:4]=[CH:3][CH:2]=1.[Al+3].[Cl-].[Cl-].[Cl-].[CH2:18]([O:20][C:21]([C:23]1[NH:24][C:25]2[C:30]([CH:31]=1)=[CH:29][CH:28]=[CH:27][CH:26]=2)=[O:22])[CH3:19]. Product: [CH2:18]([O:20][C:21]([C:23]1[NH:24][C:25]2[C:30]([C:31]=1[C:11]([C:1]1[C:10]3[C:5](=[CH:6][CH:7]=[CH:8][CH:9]=3)[CH:4]=[CH:3][CH:2]=1)=[O:12])=[CH:29][CH:28]=[CH:27][CH:26]=2)=[O:22])[CH3:19]. The catalyst class is: 26. (8) Reactant: [NH2:1][C:2]1[N:7]=[CH:6][N:5]=[C:4]2[N:8]([CH2:12][C@H:13]3[CH2:17][CH2:16][CH2:15][N:14]3[C:18]([O:20][C:21]([CH3:24])([CH3:23])[CH3:22])=[O:19])[N:9]=[C:10](I)[C:3]=12.[F:25][C:26]1[CH:31]=[C:30]([O:32][C:33]2[CH:38]=[CH:37][CH:36]=[CH:35][CH:34]=2)[CH:29]=[CH:28][C:27]=1B(O)O.O1CCOCC1.C(=O)([O-])[O-].[Na+].[Na+]. Product: [NH2:1][C:2]1[N:7]=[CH:6][N:5]=[C:4]2[N:8]([CH2:12][C@H:13]3[CH2:17][CH2:16][CH2:15][N:14]3[C:18]([O:20][C:21]([CH3:24])([CH3:23])[CH3:22])=[O:19])[N:9]=[C:10]([C:27]3[CH:28]=[CH:29][C:30]([O:32][C:33]4[CH:38]=[CH:37][CH:36]=[CH:35][CH:34]=4)=[CH:31][C:26]=3[F:25])[C:3]=12. The catalyst class is: 690. (9) Reactant: [CH3:1][C:2]1[CH:10]=[CH:9][C:5]([C:6]([OH:8])=O)=[CH:4][C:3]=1[N+:11]([O-:13])=[O:12].C(N(CC)CC)C.ClC(OCC(C)C)=O.[C:29]([NH:32][NH2:33])(=[O:31])[CH3:30]. Product: [C:29]([NH:32][NH:33][C:6](=[O:8])[C:5]1[CH:9]=[CH:10][C:2]([CH3:1])=[C:3]([N+:11]([O-:13])=[O:12])[CH:4]=1)(=[O:31])[CH3:30]. The catalyst class is: 866. (10) Reactant: [F:1][C:2]1[C:3]([O:33][CH3:34])=[CH:4][C:5]([NH:12][C:13]2[CH:18]=[CH:17][C:16]([N:19]3[CH2:22][CH:21]([O:23][CH2:24][CH2:25][O:26]C4CCCCO4)[CH2:20]3)=[CH:15][CH:14]=2)=[C:6]([NH:8][C:9](=[O:11])[CH3:10])[CH:7]=1.Cl.C(O)(C)C.C(=O)([O-])O.[Na+]. Product: [F:1][C:2]1[C:3]([O:33][CH3:34])=[CH:4][C:5]([NH:12][C:13]2[CH:14]=[CH:15][C:16]([N:19]3[CH2:22][CH:21]([O:23][CH2:24][CH2:25][OH:26])[CH2:20]3)=[CH:17][CH:18]=2)=[C:6]([NH:8][C:9](=[O:11])[CH3:10])[CH:7]=1. The catalyst class is: 5.